Dataset: Peptide-MHC class II binding affinity with 134,281 pairs from IEDB. Task: Regression. Given a peptide amino acid sequence and an MHC pseudo amino acid sequence, predict their binding affinity value. This is MHC class II binding data. (1) The peptide sequence is FDRLETLILLRAFTE. The MHC is DRB1_1302 with pseudo-sequence DRB1_1302. The binding affinity (normalized) is 0.265. (2) The peptide sequence is VDGIIAAYQNPASWK. The MHC is DRB1_1201 with pseudo-sequence DRB1_1201. The binding affinity (normalized) is 0.473. (3) The peptide sequence is DTGHGTVVMQVKVSK. The MHC is HLA-DQA10501-DQB10302 with pseudo-sequence HLA-DQA10501-DQB10302. The binding affinity (normalized) is 0.284. (4) The peptide sequence is LCQYLNTLTLAVPYN. The MHC is DRB1_1101 with pseudo-sequence DRB1_1101. The binding affinity (normalized) is 0.483. (5) The peptide sequence is KDVTVSQVWFGHRYS. The MHC is DRB1_0101 with pseudo-sequence DRB1_0101. The binding affinity (normalized) is 0.